From a dataset of Cav3 T-type calcium channel HTS with 100,875 compounds. Binary Classification. Given a drug SMILES string, predict its activity (active/inactive) in a high-throughput screening assay against a specified biological target. (1) The result is 0 (inactive). The compound is O\C(=C1/C(N(Cc2cccnc2)C(=O)C1=O)c1cccnc1)c1c(ccc(c1)C)C. (2) The drug is O=c1n(c2c(n1C)cccc2)CC(=O)NC. The result is 0 (inactive). (3) The compound is S=C(NNC(=O)C1CC1)Nc1ccccc1. The result is 0 (inactive). (4) The compound is s1cc(CC(C)C)c(c1NC(=O)C)C(OCC)=O. The result is 0 (inactive). (5) The drug is O(CC(=O)N1CCCc2c1cccc2)c1cc2oc(=O)cc(c2cc1)CC. The result is 0 (inactive). (6) The molecule is s1c(NC(=O)C2CCN(CC2)c2nccnc2)nnc1C(C)C. The result is 0 (inactive). (7) The drug is Clc1ccc(C(=O)N2CCC(O)(CC2)CSc2ccc(cc2)C)cc1. The result is 0 (inactive). (8) The drug is O=C1CC(Cc2nc(ncc12)NC(=O)c1cc(OC)ccc1)(C)C. The result is 0 (inactive).